Dataset: Merck oncology drug combination screen with 23,052 pairs across 39 cell lines. Task: Regression. Given two drug SMILES strings and cell line genomic features, predict the synergy score measuring deviation from expected non-interaction effect. (1) Drug 1: CN1C(=O)C=CC2(C)C3CCC4(C)C(NC(=O)OCC(F)(F)F)CCC4C3CCC12. Drug 2: Cn1c(=O)n(-c2ccc(C(C)(C)C#N)cc2)c2c3cc(-c4cnc5ccccc5c4)ccc3ncc21. Cell line: CAOV3. Synergy scores: synergy=-0.186. (2) Drug 1: C=CCn1c(=O)c2cnc(Nc3ccc(N4CCN(C)CC4)cc3)nc2n1-c1cccc(C(C)(C)O)n1. Drug 2: O=C(O)C1(Cc2cccc(Nc3nccs3)n2)CCC(Oc2cccc(Cl)c2F)CC1. Cell line: OV90. Synergy scores: synergy=0.665.